This data is from Catalyst prediction with 721,799 reactions and 888 catalyst types from USPTO. The task is: Predict which catalyst facilitates the given reaction. (1) Reactant: [CH:1]([NH:5][C:6]1[CH:11]=[CH:10][C:9]([NH:12][CH:13]([CH2:15][CH3:16])[CH3:14])=[CH:8][CH:7]=1)([CH2:3][CH3:4])[CH3:2].[Na].[CH2:18]([CH:20]([CH2:23][CH2:24][CH2:25][CH3:26])[CH:21]=O)[CH3:19]. Product: [CH:13]([N:12]([CH2:21][CH:20]([CH2:18][CH3:19])[CH2:23][CH2:24][CH2:25][CH3:26])[C:9]1[CH:8]=[CH:7][C:6]([N:5]([CH:1]([CH2:3][CH3:4])[CH3:2])[CH2:21][CH:20]([CH2:18][CH3:19])[CH2:23][CH2:24][CH2:25][CH3:26])=[CH:11][CH:10]=1)([CH2:15][CH3:16])[CH3:14]. The catalyst class is: 4. (2) The catalyst class is: 35. Product: [C:1]([C:5]1[CH:6]=[CH:7][C:8]([C:21]([NH:35][S:32]([C:26]2[C:25]([F:24])=[CH:30][CH:29]=[C:28]([F:31])[N:27]=2)(=[O:33])=[O:34])=[O:22])=[C:9]([O:11][C:12]2[C:13]([CH3:20])=[CH:14][C:15]([CH3:19])=[CH:16][C:17]=2[CH3:18])[N:10]=1)([CH3:2])([CH3:3])[CH3:4]. Reactant: [C:1]([C:5]1[N:10]=[C:9]([O:11][C:12]2[C:17]([CH3:18])=[CH:16][C:15]([CH3:19])=[CH:14][C:13]=2[CH3:20])[C:8]([C:21](O)=[O:22])=[CH:7][CH:6]=1)([CH3:4])([CH3:3])[CH3:2].[F:24][C:25]1[C:26]([S:32]([NH2:35])(=[O:34])=[O:33])=[N:27][C:28]([F:31])=[CH:29][CH:30]=1.CN(C(ON1N=NC2C=CC=NC1=2)=[N+](C)C)C.F[P-](F)(F)(F)(F)F.C(=O)([O-])[O-].[Na+].[Na+]. (3) Reactant: [F:1][C:2]([F:21])([F:20])[C:3]([NH:5][CH2:6][C:7]1[C:8]([F:19])=[CH:9][C:10]([Cl:18])=[C:11]([CH:17]=1)[C:12]([N:14]=[C:15]=[O:16])=O)=[O:4].[Cl:22][C:23]1[CH:28]=[CH:27][C:26]([NH:29][NH:30]C(OC(C)(C)C)=O)=[CH:25][CH:24]=1.FC(F)(F)C(O)=O. Product: [Cl:18][C:10]1[C:11]([C:12]2[NH:14][C:15](=[O:16])[N:29]([C:26]3[CH:27]=[CH:28][C:23]([Cl:22])=[CH:24][CH:25]=3)[N:30]=2)=[CH:17][C:7]([CH2:6][NH:5][C:3](=[O:4])[C:2]([F:21])([F:20])[F:1])=[C:8]([F:19])[CH:9]=1. The catalyst class is: 2.